Dataset: Catalyst prediction with 721,799 reactions and 888 catalyst types from USPTO. Task: Predict which catalyst facilitates the given reaction. (1) Reactant: Cl.[F:2][C:3]([F:15])([F:14])[C:4]1[CH:5]=[C:6]([CH:11]=[CH:12][CH:13]=1)[C:7]([NH:9][NH2:10])=[O:8].[CH3:16][O:17][C:18]([C:20]1[CH:25]=[CH:24][C:23]([CH2:26][C:27](O)=[O:28])=[CH:22][CH:21]=1)=[O:19].CN(C)CCCN=C=NCC.ON1C2C=CC=CC=2N=N1. Product: [O:28]=[C:27]([NH:10][NH:9][C:7]([C:6]1[CH:11]=[CH:12][CH:13]=[C:4]([C:3]([F:14])([F:15])[F:2])[CH:5]=1)=[O:8])[CH2:26][C:23]1[CH:24]=[CH:25][C:20]([C:18]([O:17][CH3:16])=[O:19])=[CH:21][CH:22]=1. The catalyst class is: 681. (2) Reactant: [CH2:1]([O:4][CH2:5][CH2:6][OH:7])[CH:2]=[CH2:3].[H-].[Na+].Br[CH2:11][C:12]([O:14][CH3:15])=[O:13]. Product: [CH3:15][O:14][C:12](=[O:13])[CH2:11][O:7][CH2:6][CH2:5][O:4][CH2:1][CH:2]=[CH2:3]. The catalyst class is: 1. (3) Reactant: C[O:2][C:3]([C:5]1[CH:21]=[CH:20][C:8]2[N:9]=[C:10]([C:12]3[C:17]([CH3:18])=[CH:16][CH:15]=[CH:14][C:13]=3[CH3:19])[NH:11][C:7]=2[CH:6]=1)=[O:4].[OH-].[Na+]. Product: [CH3:19][C:13]1[CH:14]=[CH:15][CH:16]=[C:17]([CH3:18])[C:12]=1[C:10]1[NH:11][C:7]2[CH:6]=[C:5]([C:3]([OH:4])=[O:2])[CH:21]=[CH:20][C:8]=2[N:9]=1. The catalyst class is: 5. (4) Reactant: [NH2:1][C:2]1[CH:12]=[CH:11][C:5]2[NH:6][C:7](=[S:10])[CH2:8][O:9][C:4]=2[C:3]=1[C:13]([O:15][CH3:16])=[O:14].CI.[C:19](=O)([O-])[O-].[K+].[K+]. Product: [NH2:1][C:2]1[CH:12]=[CH:11][C:5]2[N:6]=[C:7]([S:10][CH3:19])[CH2:8][O:9][C:4]=2[C:3]=1[C:13]([O:15][CH3:16])=[O:14]. The catalyst class is: 21.